This data is from Reaction yield outcomes from USPTO patents with 853,638 reactions. The task is: Predict the reaction yield, written as a fraction of the theoretical maximum amount of product (1.0 means a 100% yield; for example, 0.34 means a 34% yield). The reactants are [F:1][C:2]([F:16])([C:9]1[CH:14]=[CH:13][C:12]([F:15])=[CH:11][CH:10]=1)[CH2:3][CH2:4][O:5]C(=O)C.[OH-].[Na+]. The catalyst is C(O)C. The product is [F:16][C:2]([F:1])([C:9]1[CH:14]=[CH:13][C:12]([F:15])=[CH:11][CH:10]=1)[CH2:3][CH2:4][OH:5]. The yield is 0.950.